The task is: Predict the reactants needed to synthesize the given product.. This data is from Full USPTO retrosynthesis dataset with 1.9M reactions from patents (1976-2016). (1) The reactants are: Br[C:2]1[C:11]2[C:6](=[CH:7][CH:8]=[C:9]([CH:12]([C:18]3[CH:23]=[CH:22][C:21]([Cl:24])=[CH:20][CH:19]=3)[C:13]3[S:14][CH:15]=[CH:16][N:17]=3)[CH:10]=2)[NH:5][C:4](=[O:25])[CH:3]=1.[CH:26](/B(O)O)=[CH:27]\[C:28]1[CH:33]=[CH:32][CH:31]=[CH:30][CH:29]=1.COC1C=CC=C(OC)C=1C1C=CC=CC=1P(C1CCCCC1)C1CCCCC1.P([O-])([O-])([O-])=O.[K+].[K+].[K+]. Given the product [Cl:24][C:21]1[CH:22]=[CH:23][C:18]([CH:12]([C:13]2[S:14][CH:15]=[CH:16][N:17]=2)[C:9]2[CH:10]=[C:11]3[C:6](=[CH:7][CH:8]=2)[NH:5][C:4](=[O:25])[CH:3]=[C:2]3/[CH:26]=[CH:27]/[C:28]2[CH:33]=[CH:32][CH:31]=[CH:30][CH:29]=2)=[CH:19][CH:20]=1, predict the reactants needed to synthesize it. (2) Given the product [F:39][C:38]([F:40])([F:41])[CH:35]1[CH2:34][CH2:33][CH:32]([C:30](=[O:31])[CH2:29][N:23]2[CH2:22][CH2:21][CH:20]([N:16]3[C:15]4[CH:26]=[CH:27][C:12]([S:9]([CH3:8])(=[O:10])=[O:11])=[CH:13][C:14]=4[NH:18][C:17]3=[O:19])[CH2:25][CH2:24]2)[CH2:37][CH2:36]1, predict the reactants needed to synthesize it. The reactants are: FC(F)(F)C(O)=O.[CH3:8][S:9]([C:12]1[CH:27]=[CH:26][C:15]2[N:16]([CH:20]3[CH2:25][CH2:24][NH:23][CH2:22][CH2:21]3)[C:17](=[O:19])[NH:18][C:14]=2[CH:13]=1)(=[O:11])=[O:10].Cl[CH2:29][C:30]([CH:32]1[CH2:37][CH2:36][CH:35]([C:38]([F:41])([F:40])[F:39])[CH2:34][CH2:33]1)=[O:31]. (3) Given the product [F:35][C:23]1[CH:22]=[C:21]([NH:20][C:18]2[N:17]=[CH:16][N:15]=[C:14]3[NH:13][N:12]=[C:11]([O:10][CH2:9][CH2:8][N:40]4[CH2:41][CH2:42][CH:37]([OH:36])[CH2:38][CH2:39]4)[C:19]=23)[CH:26]=[CH:25][C:24]=1[O:27][C:28]1[CH:29]=[N:30][C:31]([CH3:34])=[CH:32][CH:33]=1, predict the reactants needed to synthesize it. The reactants are: [I-].[K+].CS(O[CH2:8][CH2:9][O:10][C:11]1[C:19]2[C:14](=[N:15][CH:16]=[N:17][C:18]=2[NH:20][C:21]2[CH:26]=[CH:25][C:24]([O:27][C:28]3[CH:29]=[N:30][C:31]([CH3:34])=[CH:32][CH:33]=3)=[C:23]([F:35])[CH:22]=2)[NH:13][N:12]=1)(=O)=O.[OH:36][CH:37]1[CH2:42][CH2:41][NH:40][CH2:39][CH2:38]1. (4) Given the product [Br:20][C:21]1[CH:28]=[CH:27][C:24]([CH:25]=[C:14]2[CH2:13][CH2:12][C:11]3[C:16](=[CH:17][CH:18]=[C:9]([O:8][CH2:7][CH2:6][N:1]4[CH:5]=[CH:4][N:3]=[CH:2]4)[CH:10]=3)[C:15]2=[O:19])=[CH:23][CH:22]=1, predict the reactants needed to synthesize it. The reactants are: [N:1]1([CH2:6][CH2:7][O:8][C:9]2[CH:10]=[C:11]3[C:16](=[CH:17][CH:18]=2)[C:15](=[O:19])[CH2:14][CH2:13][CH2:12]3)[CH:5]=[CH:4][N:3]=[CH:2]1.[Br:20][C:21]1[CH:28]=[CH:27][C:24]([CH:25]=O)=[CH:23][CH:22]=1.